Predict the product of the given reaction. From a dataset of Forward reaction prediction with 1.9M reactions from USPTO patents (1976-2016). (1) Given the reactants [I-].C[S+](C)(C)=O.[CH3:7][Si]([N-][Si](C)(C)C)(C)C.[Na+].[Cl:17][C:18]1[CH:19]=[C:20]([C:28]2[O:32][N:31]=[C:30]([C:33]3[CH:34]=[CH:35][CH:36]=[C:37]4[C:41]=3[N:40]([CH3:42])[CH:39]=[C:38]4/[CH:43]=[CH:44]\[C:45]([O:47][CH3:48])=[O:46])[N:29]=2)[CH:21]=[CH:22][C:23]=1[O:24][CH:25]([CH3:27])[CH3:26], predict the reaction product. The product is: [CH3:48][O:47][C:45]([CH:44]1[CH2:7][CH:43]1[C:38]1[C:37]2[C:41](=[C:33]([C:30]3[N:29]=[C:28]([C:20]4[CH:21]=[CH:22][C:23]([O:24][CH:25]([CH3:26])[CH3:27])=[C:18]([Cl:17])[CH:19]=4)[O:32][N:31]=3)[CH:34]=[CH:35][CH:36]=2)[N:40]([CH3:42])[CH:39]=1)=[O:46]. (2) The product is: [NH2:19][C:18](=[O:32])[CH:8]([NH:9][C:10]([CH:12]1[CH2:13][CH2:14][O:15][CH2:16][CH2:17]1)=[O:11])[C:6]1[CH:7]=[C:2]([Cl:1])[CH:3]=[CH:4][C:5]=1[O:20][CH3:21]. Given the reactants [Cl:1][C:2]1[CH:3]=[CH:4][C:5]([O:20][CH3:21])=[C:6]([CH:8]([C:18]#[N:19])[NH:9][C:10]([CH:12]2[CH2:17][CH2:16][O:15][CH2:14][CH2:13]2)=[O:11])[CH:7]=1.NC(=O)C(NC(=O)CC(O[Si](C(C)(C)C)(C)C)(C)C)C1C=C(Cl)C=CC=1[O:32]C, predict the reaction product. (3) Given the reactants [O:1]=[C:2]1[CH:7]2[CH2:8][CH:4]([CH2:5][CH:6]2[C:9]([OH:11])=O)[O:3]1.Cl.[CH2:13]([O:15][C:16]([C:18]1([NH2:23])[CH2:20][CH:19]1[CH:21]=[CH2:22])=[O:17])[CH3:14].CN(C(ON1N=NC2C=CC=NC1=2)=[N+](C)C)C.F[P-](F)(F)(F)(F)F.CCN(C(C)C)C(C)C, predict the reaction product. The product is: [CH2:13]([O:15][C:16]([C:18]1([NH:23][C:9]([CH:6]2[CH2:5][CH:4]3[CH2:8][CH:7]2[C:2](=[O:1])[O:3]3)=[O:11])[CH2:20][CH:19]1[CH:21]=[CH2:22])=[O:17])[CH3:14].